From a dataset of Serine/threonine kinase 33 screen with 319,792 compounds. Binary Classification. Given a drug SMILES string, predict its activity (active/inactive) in a high-throughput screening assay against a specified biological target. The molecule is S(=O)(=O)(N1CCN(CC1)c1ccc([N+]([O-])=O)cc1)c1cc(sc1)C(=O)N. The result is 0 (inactive).